From a dataset of Reaction yield outcomes from USPTO patents with 853,638 reactions. Predict the reaction yield, written as a fraction of the theoretical maximum amount of product (1.0 means a 100% yield; for example, 0.34 means a 34% yield). (1) The reactants are [CH3:1][Si:2]([CH3:30])([CH3:29])[CH2:3][CH2:4][O:5][CH2:6][N:7]1[CH:11]=[CH:10][N:9]=[C:8]1[C:12]1[S:16][C:15]([C:17]2[CH:22]=[CH:21][N:20]=[C:19]([NH:23][C:24](=[O:26])[CH3:25])[CH:18]=2)=[N:14][C:13]=1[CH:27]=C.O.I([O-])(=O)(=O)=[O:33].[Na+]. The catalyst is O1CCCC1.[Os](=O)(=O)(=O)=O.O. The product is [CH:27]([C:13]1[N:14]=[C:15]([C:17]2[CH:22]=[CH:21][N:20]=[C:19]([NH:23][C:24](=[O:26])[CH3:25])[CH:18]=2)[S:16][C:12]=1[C:8]1[N:7]([CH2:6][O:5][CH2:4][CH2:3][Si:2]([CH3:1])([CH3:29])[CH3:30])[CH:11]=[CH:10][N:9]=1)=[O:33]. The yield is 0.380. (2) The reactants are [CH3:1][C:2]1[C:6]([CH2:7][N:8]2[CH:12]=[C:11]([N:13]3[C:17](=[O:18])[CH2:16][NH:15][C:14]3=[O:19])[CH:10]=[N:9]2)=[C:5]([CH3:20])[O:4][N:3]=1.[CH3:21][O:22][C:23]1[CH:24]=[C:25]([CH:29]=[CH:30][C:31]=1[O:32][CH3:33])[CH2:26][CH2:27]Br. No catalyst specified. The product is [CH3:21][O:22][C:23]1[CH:24]=[C:25]([CH:29]=[CH:30][C:31]=1[O:32][CH3:33])[CH2:26][CH2:27][N:15]1[CH2:16][C:17](=[O:18])[N:13]([C:11]2[CH:10]=[N:9][N:8]([CH2:7][C:6]3[C:2]([CH3:1])=[N:3][O:4][C:5]=3[CH3:20])[CH:12]=2)[C:14]1=[O:19]. The yield is 0.360. (3) The reactants are [OH:1][C:2]1[CH:3]=[C:4]([CH:7]=[CH:8][CH:9]=1)[CH:5]=[O:6].Br[CH2:11][C:12]([O:14][CH2:15][CH3:16])=[O:13].C([O-])([O-])=O.[K+].[K+].O. The catalyst is CN(C=O)C. The product is [CH:5]([C:4]1[CH:3]=[C:2]([CH:9]=[CH:8][CH:7]=1)[O:1][CH2:11][C:12]([O:14][CH2:15][CH3:16])=[O:13])=[O:6]. The yield is 0.230. (4) The reactants are [F:1][C:2]1[C:10]([O:11][C:12]2[C:21]3[C:16](=[CH:17][C:18](O)=[C:19]([O:22][CH3:23])[CH:20]=3)[N:15]=[N:14][CH:13]=2)=[CH:9][CH:8]=[C:7]2[C:3]=1[CH:4]=[C:5]([CH3:25])[NH:6]2.C(OC(N1CCC(COS(C2C=CC(C)=CC=2)(=O)=O)CC1)=O)(C)(C)C.C(=O)([O-])[O-].[K+].[K+]. The product is [F:1][C:2]1[C:10]([O:11][C:12]2[C:21]3[C:16](=[CH:17][CH:18]=[C:19]([O:22][CH3:23])[CH:20]=3)[N:15]=[N:14][CH:13]=2)=[CH:9][CH:8]=[C:7]2[C:3]=1[CH:4]=[C:5]([CH3:25])[NH:6]2. The yield is 0.420. The catalyst is CN(C=O)C. (5) The yield is 0.480. The product is [CH2:20]([O:27][C:28]1[CH:29]=[C:30]([CH2:31][C:17]#[N:18])[CH:33]=[CH:34][C:35]=1[O:36][CH3:37])[C:21]1[CH:26]=[CH:25][CH:24]=[CH:23][CH:22]=1. The catalyst is C1COCC1.O. The reactants are CC([O-])(C)C.[K+].CC1C=CC(S([CH2:17][N+:18]#[C-])(=O)=O)=CC=1.[CH2:20]([O:27][C:28]1[CH:29]=[C:30]([CH:33]=[CH:34][C:35]=1[O:36][CH3:37])[CH:31]=O)[C:21]1[CH:26]=[CH:25][CH:24]=[CH:23][CH:22]=1.CO. (6) The reactants are [OH:1][CH:2]1[CH2:7][CH2:6][CH2:5][CH2:4][CH:3]1[NH:8][S:9]([CH:12]([CH3:14])[CH3:13])(=[O:11])=[O:10].C(N(CC)CC)C.O. The catalyst is C(Cl)Cl. The product is [CH3:14][CH:12]([S:9]([NH:8][CH:3]1[CH2:4][CH2:5][CH2:6][CH2:7][C:2]1=[O:1])(=[O:11])=[O:10])[CH3:13]. The yield is 0.820. (7) The reactants are [C:1]([NH:4][CH2:5][CH2:6][CH:7]1[C:15]2[C:10](=[CH:11][CH:12]=[C:13]([NH:17][C:18](=[O:25])[C:19]3[CH:24]=[CH:23][CH:22]=[CH:21][CH:20]=3)[C:14]=2O)[CH2:9][CH2:8]1)(=[O:3])[CH3:2].C1(C)C=CC(S([O-])(=O)=O)=CC=1.[NH+]1C=CC=CC=1. The catalyst is C1(C)C(C)=CC=CC=1. The product is [C:19]1([C:18]2[O:25][C:14]3[C:15]4[CH:7]([CH2:6][CH2:5][NH:4][C:1](=[O:3])[CH3:2])[CH2:8][CH2:9][C:10]=4[CH:11]=[CH:12][C:13]=3[N:17]=2)[CH:24]=[CH:23][CH:22]=[CH:21][CH:20]=1. The yield is 0.820.